This data is from Forward reaction prediction with 1.9M reactions from USPTO patents (1976-2016). The task is: Predict the product of the given reaction. (1) Given the reactants [O:1]=[C:2]1[NH:7][N:6]=[C:5]([C:8]2[CH:9]=[C:10]([CH:13]=[CH:14][CH:15]=2)[C:11]#[N:12])[CH:4]=[CH:3]1.[CH3:16][N:17]1[CH2:22][CH2:21][N:20]([C:23]2[CH:24]=[N:25][C:26]([C:29]3[CH:30]=[C:31]([CH2:35]O)[CH:32]=[CH:33][CH:34]=3)=[N:27][CH:28]=2)[CH2:19][CH2:18]1.C1(P(C2C=CC=CC=2)C2C=CC=CC=2)C=CC=CC=1.N(C(OC(C)(C)C)=O)=NC(OC(C)(C)C)=O, predict the reaction product. The product is: [CH3:16][N:17]1[CH2:18][CH2:19][N:20]([C:23]2[CH:28]=[N:27][C:26]([C:29]3[CH:30]=[C:31]([CH:32]=[CH:33][CH:34]=3)[CH2:35][N:7]3[C:2](=[O:1])[CH:3]=[CH:4][C:5]([C:8]4[CH:9]=[C:10]([CH:13]=[CH:14][CH:15]=4)[C:11]#[N:12])=[N:6]3)=[N:25][CH:24]=2)[CH2:21][CH2:22]1. (2) Given the reactants CS(C)=O.[Br:5][C:6]1[CH:11]=[CH:10][C:9]([N:12]2[CH:16]=[CH:15][C:14]([NH:17][C:18](=[O:28])[CH2:19][C:20]3[CH:25]=[CH:24][C:23]([C:26]#[N:27])=[CH:22][CH:21]=3)=[C:13]2[C:29]([O:31]CC)=O)=[CH:8][CH:7]=1.CC(C)([O-])C.[K+], predict the reaction product. The product is: [Br:5][C:6]1[CH:7]=[CH:8][C:9]([N:12]2[C:13]3[C:29]([OH:31])=[C:19]([C:20]4[CH:25]=[CH:24][C:23]([C:26]#[N:27])=[CH:22][CH:21]=4)[C:18](=[O:28])[NH:17][C:14]=3[CH:15]=[CH:16]2)=[CH:10][CH:11]=1. (3) Given the reactants [O:1]1[CH:3]([CH2:4][CH3:5])[CH2:2]1.ClCCl.[OH2:9], predict the reaction product. The product is: [CH2:2]([OH:9])[C@H:3]([OH:1])[CH2:4][CH3:5].[CH2:2]([OH:9])[C@@H:3]([OH:1])[CH2:4][CH3:5]. (4) The product is: [CH3:1][N:2]1[C:6]([CH3:7])=[C:5]([CH:8]([NH:9][S:10]([C:12]([CH3:15])([CH3:14])[CH3:13])=[O:11])[CH2:16][CH3:17])[CH:4]=[N:3]1. Given the reactants [CH3:1][N:2]1[C:6]([CH3:7])=[C:5](/[CH:8]=[N:9]/[S:10]([C:12]([CH3:15])([CH3:14])[CH3:13])=[O:11])[CH:4]=[N:3]1.[CH3:16][CH2:17][Mg+].[Br-].CCOCC, predict the reaction product. (5) Given the reactants Br[CH2:2][C:3]1[N:7]([CH3:8])[N:6]([C:9]2[CH:14]=[CH:13][CH:12]=[CH:11][CH:10]=2)[C:5](=[O:15])[C:4]=1[Cl:16].[Cl:17][C:18]1[CH:23]=[CH:22][CH:21]=[CH:20][C:19]=1[N:24]1[CH2:29][CH2:28][N:27](C)[CH2:26][CH2:25]1, predict the reaction product. The product is: [Cl:16][C:4]1[C:5](=[O:15])[N:6]([C:9]2[CH:14]=[CH:13][CH:12]=[CH:11][CH:10]=2)[N:7]([CH3:8])[C:3]=1[CH2:2][N:27]1[CH2:26][CH2:25][N:24]([C:19]2[CH:20]=[CH:21][CH:22]=[CH:23][C:18]=2[Cl:17])[CH2:29][CH2:28]1. (6) Given the reactants Br[C:2]1[CH:3]=[CH:4][C:5]2[O:14][C:13]3[C:12](=[O:15])[NH:11][C:10]([CH2:16][N:17]4[CH2:21][CH2:20][C@H:19]([OH:22])[CH2:18]4)=[N:9][C:8]=3[C:6]=2[CH:7]=1.C([O-])([O-])=O.[Cs+].[Cs+].[CH2:29]([OH:32])[C:30]#[CH:31], predict the reaction product. The product is: [OH:32][CH2:29][CH2:30][CH2:31][C:2]1[CH:3]=[CH:4][C:5]2[O:14][C:13]3[C:12](=[O:15])[NH:11][C:10]([CH2:16][N:17]4[CH2:21][CH2:20][C@H:19]([OH:22])[CH2:18]4)=[N:9][C:8]=3[C:6]=2[CH:7]=1. (7) Given the reactants [F:1][C:2]1[C:7]2[N:8]=[CH:9][S:10][C:6]=2[CH:5]=[C:4]([C:11]([O:13][CH3:14])=[O:12])[C:3]=1[NH:15][C:16]1[CH:21]=[CH:20][CH:19]=[CH:18][C:17]=1[F:22].C1C(=O)N([I:30])C(=O)C1.FC(F)(F)C(O)=O.[NH4+].[Cl-], predict the reaction product. The product is: [F:1][C:2]1[C:7]2[N:8]=[CH:9][S:10][C:6]=2[CH:5]=[C:4]([C:11]([O:13][CH3:14])=[O:12])[C:3]=1[NH:15][C:16]1[CH:21]=[CH:20][C:19]([I:30])=[CH:18][C:17]=1[F:22].